Dataset: Forward reaction prediction with 1.9M reactions from USPTO patents (1976-2016). Task: Predict the product of the given reaction. (1) The product is: [Cl:4][C:5]1[CH:10]=[CH:9][N:8]=[C:7]([NH:38][C:35](=[O:36])[O:34][CH2:33][CH3:32])[CH:6]=1. Given the reactants CCO.[Cl:4][C:5]1[CH:10]=[CH:9][N:8]=[C:7](C(O)=O)[CH:6]=1.C(P1(=O)OP(CCC)(=O)OP(CCC)(=O)O1)CC.[CH3:32][CH2:33][O:34][C:35](C)=[O:36].[N:38]([Si](C)(C)C)=[N+]=[N-], predict the reaction product. (2) Given the reactants Cl[C:2]1[N:10]=[C:9]2[C:5]([N:6]=[CH:7][NH:8]2)=[C:4]([NH:11][CH:12]2[CH2:17][CH2:16][CH:15]([CH2:18][NH:19]C(=O)C(F)(F)F)[CH2:14][CH2:13]2)[N:3]=1.[CH3:26][O:27][C:28]1[CH:33]=[C:32]([O:34][CH3:35])[CH:31]=[CH:30][C:29]=1[NH2:36], predict the reaction product. The product is: [NH2:19][CH2:18][CH:15]1[CH2:14][CH2:13][CH:12]([NH:11][C:4]2[N:3]=[C:2]([NH:36][C:29]3[CH:30]=[CH:31][C:32]([O:34][CH3:35])=[CH:33][C:28]=3[O:27][CH3:26])[N:10]=[C:9]3[C:5]=2[N:6]=[CH:7][NH:8]3)[CH2:17][CH2:16]1. (3) Given the reactants [O:1]1[CH2:5][CH2:4][CH:3]([C:6]([OH:8])=O)[CH2:2]1.Cl.CN(C)CC[CH2:14][N:15]=[C:16]=[N:17]CC.O.O[N:23]1[C:27]2[CH:28]=[CH:29][CH:30]=C[C:26]=2[N:25]=N1.C(N(CC)C(C)C)(C)C.C(Cl)Cl.[C:44]12([CH2:54]C3N=C(N)C4CCNCC=4N=3)[CH2:53][CH:48]3[CH2:49][CH:50]([CH2:52][CH:46]([CH2:47]3)[CH2:45]1)[CH2:51]2, predict the reaction product. The product is: [C:44]12([CH2:54][NH:17][C:16]3[C:28]4[CH2:29][CH2:30][N:25]([C:6]([CH:3]5[CH2:4][CH2:5][O:1][CH2:2]5)=[O:8])[CH2:26][C:27]=4[N:23]=[CH:14][N:15]=3)[CH2:51][CH:50]3[CH2:49][CH:48]([CH2:47][CH:46]([CH2:52]3)[CH2:45]1)[CH2:53]2.